From a dataset of Catalyst prediction with 721,799 reactions and 888 catalyst types from USPTO. Predict which catalyst facilitates the given reaction. (1) Reactant: [OH:1][C:2]1[C:3]2[C:13]([C:14]3[CH:19]=[CH:18][C:17]([C:20]#[C:21][CH2:22][CH2:23]O)=[CH:16][CH:15]=3)=[CH:12][S:11][C:4]=2[NH:5][C:6](=[O:10])[C:7]=1[C:8]#[N:9].C(N(CC)CC)C.CS(Cl)(=O)=O.[N-:37]=[N+:38]=[N-:39].[Na+]. Product: [N:37]([CH2:23][CH2:22][C:21]#[C:20][C:17]1[CH:18]=[CH:19][C:14]([C:13]2[C:3]3[C:2]([OH:1])=[C:7]([C:8]#[N:9])[C:6](=[O:10])[NH:5][C:4]=3[S:11][CH:12]=2)=[CH:15][CH:16]=1)=[N+:38]=[N-:39]. The catalyst class is: 3. (2) Reactant: COCCN(S(F)(F)[F:11])CCOC.[F:14][C:15]1[CH:16]=[C:17]([CH:40]=[CH:41][C:42]=1[F:43])[C:18]([C:32]1[CH:37]=[CH:36][C:35]([F:38])=[C:34]([F:39])[CH:33]=1)(O)[C:19]([O:21][C@@:22]12[N:29]([CH3:30])[C@@H:26]([CH2:27][CH2:28]1)[CH2:25][CH:24]=[CH:23]2)=[O:20].O.C([O-])(O)=O.[Na+]. Product: [C@@:22]12([OH:21])[N:29]([CH3:30])[C@@H:26]([CH2:27][CH2:28]1)[CH2:25][CH:24]=[CH:23]2.[F:11][C:18]([C:32]1[CH:37]=[CH:36][C:35]([F:38])=[C:34]([F:39])[CH:33]=1)([C:17]1[CH:40]=[CH:41][C:42]([F:43])=[C:15]([F:14])[CH:16]=1)[C:19]([O-:21])=[O:20]. The catalyst class is: 4. (3) Reactant: [CH3:1][O:2][C:3]([C:5]1[CH:6]=[C:7]2[C:12](=[CH:13][CH:14]=1)[NH:11][CH:10]([C:15]1[CH:16]=[C:17]([CH:21]=[CH:22][CH:23]=1)[C:18]([OH:20])=O)[C:9]([CH3:25])([CH3:24])[CH2:8]2)=[O:4].C(N1C=CN=C1)(N1C=CN=C1)=O.[CH3:38][S:39]([NH2:42])(=[O:41])=[O:40].N12CCCN=C1CCCCC2. Product: [CH3:1][O:2][C:3]([C:5]1[CH:6]=[C:7]2[C:12](=[CH:13][CH:14]=1)[NH:11][CH:10]([C:15]1[CH:23]=[CH:22][CH:21]=[C:17]([C:18](=[O:20])[NH:42][S:39]([CH3:38])(=[O:41])=[O:40])[CH:16]=1)[C:9]([CH3:24])([CH3:25])[CH2:8]2)=[O:4]. The catalyst class is: 54. (4) Reactant: [Cl:1][C:2]1[C:3]([O:12][C:13]2[CH:18]=[C:17]([OH:19])[CH:16]=[CH:15][C:14]=2/[CH:20]=[CH:21]/[C:22]([O:24][CH2:25][CH3:26])=[O:23])=[N:4][CH:5]=[C:6]([C:8]([F:11])([F:10])[F:9])[CH:7]=1.C(=O)([O-])[O-].[K+].[K+].[I-].[Na+].[CH3:35][C:36]1([O:39][CH2:38]1)[CH3:37].Cl. Product: [Cl:1][C:2]1[C:3]([O:12][C:13]2[CH:18]=[C:17]([O:19][CH2:35][C:36]([OH:39])([CH3:38])[CH3:37])[CH:16]=[CH:15][C:14]=2/[CH:20]=[CH:21]/[C:22]([O:24][CH2:25][CH3:26])=[O:23])=[N:4][CH:5]=[C:6]([C:8]([F:9])([F:11])[F:10])[CH:7]=1. The catalyst class is: 9. (5) Reactant: [CH2:1]([O:3][C:4]([C:6]1[S:7][C:8]([NH2:14])=[C:9](CC)[C:10]=1[CH3:11])=[O:5])[CH3:2].[Cl:15][CH2:16][CH2:17][N:18]=[C:19]=[O:20]. Product: [Cl:15][CH2:16][CH2:17][NH:18][C:19](=[O:20])[NH:14][C:8]1[S:7][C:6]([C:4]([O:3][CH2:1][CH3:2])=[O:5])=[C:10]([CH3:11])[CH:9]=1. The catalyst class is: 10.